From a dataset of Full USPTO retrosynthesis dataset with 1.9M reactions from patents (1976-2016). Predict the reactants needed to synthesize the given product. (1) Given the product [NH3:8].[CH3:4][OH:5].[CH:1]1([C:4]2[O:5][C:6]3[C:7](=[C:9]([C:26]#[N:27])[C:10]([CH3:25])=[C:11]([C:19]4[CH:20]=[CH:21][CH:22]=[CH:23][CH:24]=4)[C:12]=3[C@@H:13]3[CH2:17][CH2:16][C@@H:15]([N:29]([CH3:30])[CH3:28])[CH2:14]3)[N:8]=2)[CH2:3][CH2:2]1, predict the reactants needed to synthesize it. The reactants are: [CH:1]1([C:4]2[O:5][C:6]3[C:7](=[C:9]([C:26]#[N:27])[C:10]([CH3:25])=[C:11]([C:19]4[CH:24]=[CH:23][CH:22]=[CH:21][CH:20]=4)[C:12]=3[CH:13]3[CH2:17][CH2:16][C:15](=O)[CH2:14]3)[N:8]=2)[CH2:3][CH2:2]1.[CH3:28][NH:29][CH3:30].C(O)(=O)C.C([BH3-])#N.[Na+].C(=O)([O-])O.[Na+]. (2) Given the product [NH2:37][CH2:36][C:33]1[CH:34]=[C:35]2[C:30](=[CH:31][CH:32]=1)[NH:29][CH:28]=[C:27]2[CH2:26][C:25]([NH:24][C@H:14]([C:9]1[C:8]([C:5]2[CH:4]=[CH:3][C:2]([Cl:1])=[CH:7][CH:6]=2)=[CH:13][CH:12]=[CH:11][N:10]=1)[CH2:15][C:16]1[CH:17]=[C:18]([F:23])[CH:19]=[C:20]([F:22])[CH:21]=1)=[O:45], predict the reactants needed to synthesize it. The reactants are: [Cl:1][C:2]1[CH:7]=[CH:6][C:5]([C:8]2[C:9]([C@@H:14]([NH:24][C:25](=[O:45])[CH2:26][C:27]3[C:35]4[C:30](=[CH:31][CH:32]=[C:33]([CH2:36][NH:37]C(=O)OC(C)(C)C)[CH:34]=4)[NH:29][CH:28]=3)[CH2:15][C:16]3[CH:21]=[C:20]([F:22])[CH:19]=[C:18]([F:23])[CH:17]=3)=[N:10][CH:11]=[CH:12][CH:13]=2)=[CH:4][CH:3]=1.C(O)(C(F)(F)F)=O.C(Cl)Cl. (3) Given the product [CH3:11][N:12]([CH2:8][CH:2]1[CH2:3][CH2:4][CH2:5][CH2:6][C:1]1=[O:7])[CH3:13], predict the reactants needed to synthesize it. The reactants are: [C:1]1(=[O:7])[CH2:6][CH2:5][CH2:4][CH2:3][CH2:2]1.[CH2:8]=O.Cl.[CH3:11][NH:12][CH3:13]. (4) Given the product [C:10]1([CH:7]2[C:1]3[C:2](=[CH:3][CH:4]=[CH:5][CH:6]=3)[CH:16]=[N:9][CH2:8]2)[CH:11]=[CH:12][CH:13]=[CH:14][CH:15]=1, predict the reactants needed to synthesize it. The reactants are: [C:1]1([CH:7]([C:10]2[CH:15]=[CH:14][CH:13]=[CH:12][CH:11]=2)[C:8]#[N:9])[CH:6]=[CH:5][CH:4]=[CH:3][CH:2]=1.[C:16](C1C=CC(CC#N)=CC=1)(C)(C)C. (5) Given the product [NH2:8][C:7]1[NH:6][CH2:5][N:4]([CH:12]([CH2:13][CH3:14])[C:44](=[O:48])[CH3:45])[C:3](=[O:15])[C:2]=1[NH:1][C:30]([C:28]1[CH:27]=[N:26][N:25]([CH2:24][C:20]2[CH:21]=[CH:22][CH:23]=[C:18]([C:17]([F:16])([F:34])[F:33])[CH:19]=2)[CH:29]=1)=[O:32], predict the reactants needed to synthesize it. The reactants are: [NH2:1][C:2]1[C:3](=[O:15])[N:4]([CH2:12][CH2:13][CH3:14])[C:5](=O)[N:6](CC)[C:7]=1[NH2:8].[F:16][C:17]([F:34])([F:33])[C:18]1[CH:19]=[C:20]([CH2:24][N:25]2[CH:29]=[C:28]([C:30]([OH:32])=O)[CH:27]=[N:26]2)[CH:21]=[CH:22][CH:23]=1.Cl.CN(C)CCCN=C=N[CH2:44][CH3:45].C[OH:48].